Regression. Given a peptide amino acid sequence and an MHC pseudo amino acid sequence, predict their binding affinity value. This is MHC class II binding data. From a dataset of Peptide-MHC class II binding affinity with 134,281 pairs from IEDB. (1) The peptide sequence is EKYYFAATQFEPLAA. The MHC is HLA-DPA10201-DPB11401 with pseudo-sequence HLA-DPA10201-DPB11401. The binding affinity (normalized) is 0.740. (2) The peptide sequence is ARWVYFLTRMRNPTG. The MHC is HLA-DQA10102-DQB10602 with pseudo-sequence HLA-DQA10102-DQB10602. The binding affinity (normalized) is 0.259. (3) The peptide sequence is DEHIILYLVNFDKDR. The MHC is DRB1_1201 with pseudo-sequence DRB1_1201. The binding affinity (normalized) is 0.610. (4) The peptide sequence is RVWEQIFSTWLLKPG. The MHC is DRB1_1302 with pseudo-sequence DRB1_1302. The binding affinity (normalized) is 0.178.